Task: Predict the reaction yield, written as a fraction of the theoretical maximum amount of product (1.0 means a 100% yield; for example, 0.34 means a 34% yield).. Dataset: Reaction yield outcomes from USPTO patents with 853,638 reactions (1) The product is [Cl:16][C:17]1[N:18]=[CH:19][N:20]=[C:21]([N:12]2[CH2:13][CH2:14][N:10]([C:5]3[CH:6]=[N:7][CH:8]=[CH:9][C:4]=3[CH:1]3[CH2:3][CH2:2]3)[C:11]2=[O:15])[CH:22]=1. The yield is 0.0900. The catalyst is [Cu](I)I.O1CCOCC1. The reactants are [CH:1]1([C:4]2[CH:9]=[CH:8][N:7]=[CH:6][C:5]=2[N:10]2[CH2:14][CH2:13][NH:12][C:11]2=[O:15])[CH2:3][CH2:2]1.[Cl:16][C:17]1[CH:22]=[C:21](Cl)[N:20]=[CH:19][N:18]=1.CN[C@@H]1CCCC[C@H]1NC.P([O-])([O-])([O-])=O.[K+].[K+].[K+]. (2) The reactants are [Si]([O:8][C@H:9]1[CH2:14][CH2:13][C@H:12]([CH2:15][C@H:16]([NH:30][C:31](=[O:37])[O:32][C:33]([CH3:36])([CH3:35])[CH3:34])[CH2:17][N:18]([C:20]([O:22][CH2:23][C:24]2[CH:29]=[CH:28][CH:27]=[CH:26][CH:25]=2)=[O:21])[CH3:19])[CH2:11][CH2:10]1)(C(C)(C)C)(C)C.[N+](CCCC)(CCCC)(CCCC)CCCC.[F-].C1COCC1. The catalyst is O. The product is [OH:8][C@H:9]1[CH2:14][CH2:13][C@H:12]([CH2:15][C@H:16]([NH:30][C:31](=[O:37])[O:32][C:33]([CH3:35])([CH3:34])[CH3:36])[CH2:17][N:18]([C:20]([O:22][CH2:23][C:24]2[CH:25]=[CH:26][CH:27]=[CH:28][CH:29]=2)=[O:21])[CH3:19])[CH2:11][CH2:10]1. The yield is 0.640. (3) The reactants are [NH2:1][C:2]1[C:3](=[O:11])[N:4]([CH3:10])[N:5]=[C:6]([Cl:9])[C:7]=1I.[C:12]([OH:17])(=[O:16])[C:13]([CH3:15])=O.N12CCN(CC1)CC2. The catalyst is CN(C)C=O.C([O-])(=O)C.[Pd+2].C([O-])(=O)C. The product is [Cl:9][C:6]1[C:7]2[CH:15]=[C:13]([C:12]([OH:17])=[O:16])[NH:1][C:2]=2[C:3](=[O:11])[N:4]([CH3:10])[N:5]=1. The yield is 0.530. (4) The reactants are [Br:1][C:2]1[CH:3]=[C:4]2[N:10]=[C:9]([C:11]3[CH:16]=[CH:15][C:14]([O:17][CH2:18][CH:19]4[CH2:21][O:20]4)=[CH:13][CH:12]=3)[NH:8][C:5]2=[N:6][CH:7]=1.[NH:22]1[CH2:26][CH2:25][CH2:24][CH2:23]1.[Cl-].[NH4+]. The catalyst is CN(C=O)C. The product is [Br:1][C:2]1[CH:3]=[C:4]2[N:10]=[C:9]([C:11]3[CH:16]=[CH:15][C:14]([O:17][CH2:18][CH:19]([OH:20])[CH2:21][N:22]4[CH2:26][CH2:25][CH2:24][CH2:23]4)=[CH:13][CH:12]=3)[NH:8][C:5]2=[N:6][CH:7]=1. The yield is 0.240. (5) The reactants are [Cl-].[NH4+].C(O)(=O)C.[CH3:7][N:8]1[C:16]2[C:11](=[CH:12][C:13]([N+:17]([O-])=O)=[CH:14][CH:15]=2)[CH:10]=[N:9]1.C(OCC)(=O)C. The catalyst is C(O)C.O.[Zn]. The product is [CH3:7][N:8]1[C:16]2[C:11](=[CH:12][C:13]([NH2:17])=[CH:14][CH:15]=2)[CH:10]=[N:9]1. The yield is 0.180. (6) The reactants are [N:1]1([C:5]2[CH:10]=[CH:9][N:8]3[CH:11]=[C:12]([C:14]4[CH:19]=[CH:18][C:17]([OH:20])=[CH:16][CH:15]=4)[N:13]=[C:7]3[CH:6]=2)[CH2:4][CH2:3][CH2:2]1.Br[CH2:22][CH2:23][F:24].C([O-])([O-])=O.[Cs+].[Cs+].CN(C=O)C. The catalyst is C(Cl)Cl.O. The product is [N:1]1([C:5]2[CH:10]=[CH:9][N:8]3[CH:11]=[C:12]([C:14]4[CH:19]=[CH:18][C:17]([O:20][CH2:22][CH2:23][F:24])=[CH:16][CH:15]=4)[N:13]=[C:7]3[CH:6]=2)[CH2:2][CH2:3][CH2:4]1. The yield is 0.580. (7) The reactants are [C:1]([O:5][C:6]([N:8]1[CH2:15][CH2:14][CH2:13][C@H:9]1[C:10]([OH:12])=O)=[O:7])([CH3:4])([CH3:3])[CH3:2].[CH2:16]([NH2:23])[C:17]1[CH:22]=[CH:21][CH:20]=[CH:19][CH:18]=1. No catalyst specified. The product is [C:1]([O:5][C:6]([N:8]1[CH2:15][CH2:14][CH2:13][CH:9]1[C:10](=[O:12])[NH:23][CH2:16][C:17]1[CH:22]=[CH:21][CH:20]=[CH:19][CH:18]=1)=[O:7])([CH3:2])([CH3:3])[CH3:4]. The yield is 0.860. (8) The reactants are [OH-].[Na+].C[O:4][C:5]([C:7]1[C:8]([C:18]2[CH:23]=[CH:22][CH:21]=[C:20]([F:24])[CH:19]=2)=[N:9][N:10]2[C:15]=1[CH:14]=[CH:13][C:12]([O:16][CH3:17])=[N:11]2)=[O:6].Cl. The catalyst is C(O)C. The product is [F:24][C:20]1[CH:19]=[C:18]([C:8]2[C:7]([C:5]([OH:6])=[O:4])=[C:15]3[N:10]([N:11]=[C:12]([O:16][CH3:17])[CH:13]=[CH:14]3)[N:9]=2)[CH:23]=[CH:22][CH:21]=1. The yield is 0.910. (9) The reactants are [Cl:1][C:2]1[C:3]([O:12][C:13]2[CH:18]=[C:17]([O:19][CH2:20][CH2:21][O:22][CH3:23])[CH:16]=[CH:15][C:14]=2/[CH:24]=[C:25](\[CH3:29])/[C:26](O)=[O:27])=[N:4][CH:5]=[C:6]([C:8]([F:11])([F:10])[F:9])[CH:7]=1.Cl.C(N=C=NCCCN(C)C)C.[Cl:42][C:43]1[CH:48]=[CH:47][C:46]([S:49]([NH2:52])(=[O:51])=[O:50])=[CH:45][CH:44]=1.Cl. The catalyst is C(#N)C.CN(C)C1C=CN=CC=1.C(OCC)(=O)C. The product is [Cl:42][C:43]1[CH:44]=[CH:45][C:46]([S:49]([NH:52][C:26](=[O:27])/[C:25](/[CH3:29])=[CH:24]/[C:14]2[CH:15]=[CH:16][C:17]([O:19][CH2:20][CH2:21][O:22][CH3:23])=[CH:18][C:13]=2[O:12][C:3]2[C:2]([Cl:1])=[CH:7][C:6]([C:8]([F:9])([F:11])[F:10])=[CH:5][N:4]=2)(=[O:50])=[O:51])=[CH:47][CH:48]=1. The yield is 0.540. (10) The reactants are [CH2:1]([N:8]1[CH2:13][CH2:12][NH:11][CH2:10][CH2:9]1)[C:2]1[CH:7]=[CH:6][CH:5]=[CH:4][CH:3]=1.F[C:15]1[CH:20]=[CH:19][C:18]([N+:21]([O-:23])=[O:22])=[CH:17][CH:16]=1.C([O-])([O-])=O.[K+].[K+]. The catalyst is C(O)C.O. The product is [CH2:1]([N:8]1[CH2:13][CH2:12][N:11]([C:15]2[CH:20]=[CH:19][C:18]([N+:21]([O-:23])=[O:22])=[CH:17][CH:16]=2)[CH2:10][CH2:9]1)[C:2]1[CH:3]=[CH:4][CH:5]=[CH:6][CH:7]=1. The yield is 0.570.